Predict the reactants needed to synthesize the given product. From a dataset of Full USPTO retrosynthesis dataset with 1.9M reactions from patents (1976-2016). Given the product [O:1]1[C:5]2[CH:6]=[CH:7][C:8]([C:10]3[CH:15]=[CH:14][C:13]([CH:16]([OH:18])[CH3:17])=[CH:12][CH:11]=3)=[CH:9][C:4]=2[O:3][CH2:2]1, predict the reactants needed to synthesize it. The reactants are: [O:1]1[C:5]2[CH:6]=[CH:7][C:8]([C:10]3[CH:15]=[CH:14][C:13]([C:16](=[O:18])[CH3:17])=[CH:12][CH:11]=3)=[CH:9][C:4]=2[O:3][CH2:2]1.[BH4-].[Na+].CCOC(C)=O.CC#N.